Dataset: Peptide-MHC class I binding affinity with 185,985 pairs from IEDB/IMGT. Task: Regression. Given a peptide amino acid sequence and an MHC pseudo amino acid sequence, predict their binding affinity value. This is MHC class I binding data. (1) The peptide sequence is SQVRVPTVF. The MHC is HLA-A80:01 with pseudo-sequence HLA-A80:01. The binding affinity (normalized) is 0.0847. (2) The peptide sequence is FRDEAGAIL. The MHC is HLA-A02:01 with pseudo-sequence HLA-A02:01. The binding affinity (normalized) is 0.0847.